This data is from Full USPTO retrosynthesis dataset with 1.9M reactions from patents (1976-2016). The task is: Predict the reactants needed to synthesize the given product. (1) Given the product [K:1].[CH3:5][O:6][CH2:7][CH2:8][O:9][C:10]1[CH:15]=[C:14]([CH2:16][C:20](=[O:26])[C:21]([O:23][CH2:24][CH3:25])=[O:22])[C:13]([N+:17]([O-:19])=[O:18])=[CH:12][N:11]=1, predict the reactants needed to synthesize it. The reactants are: [K:1].CCO.[CH3:5][O:6][CH2:7][CH2:8][O:9][C:10]1[CH:15]=[C:14]([CH3:16])[C:13]([N+:17]([O-:19])=[O:18])=[CH:12][N:11]=1.[C:20](OCC)(=[O:26])[C:21]([O:23][CH2:24][CH3:25])=[O:22]. (2) Given the product [CH3:18][C:10]1[CH:11]=[C:12]([CH:13]=[CH:14][C:9]=1[B:4]1[O:5][C:6]([CH3:8])([CH3:7])[C:2]([CH3:19])([CH3:1])[O:3]1)[NH2:15], predict the reactants needed to synthesize it. The reactants are: [CH3:1][C:2]1([CH3:19])[C:6]([CH3:8])([CH3:7])[O:5][B:4]([C:9]2[CH:14]=[CH:13][C:12]([N+:15]([O-])=O)=[CH:11][C:10]=2[CH3:18])[O:3]1.[Cl-].[NH4+].CCO.